Predict the reactants needed to synthesize the given product. From a dataset of Full USPTO retrosynthesis dataset with 1.9M reactions from patents (1976-2016). (1) Given the product [F:1][C:2]1[CH:7]=[CH:6][C:5]([N:8]2[C:12]([C:13]3[CH:23]=[CH:22][C:16]4[O:17][CH2:18][C:19](=[O:21])[NH:20][C:15]=4[CH:14]=3)=[CH:11][C:10]([C:24]([OH:26])=[O:25])=[N:9]2)=[CH:4][CH:3]=1, predict the reactants needed to synthesize it. The reactants are: [F:1][C:2]1[CH:7]=[CH:6][C:5]([N:8]2[C:12]([C:13]3[CH:23]=[CH:22][C:16]4[O:17][CH2:18][C:19](=[O:21])[NH:20][C:15]=4[CH:14]=3)=[CH:11][C:10]([C:24]([O:26]CC)=[O:25])=[N:9]2)=[CH:4][CH:3]=1.[OH-].[Na+].Cl. (2) Given the product [OH:1][C:2]1[CH:3]=[C:4]([CH:19]=[C:20]([OH:23])[C:21]=1[OH:22])[C:5]([NH:7][CH2:8][CH2:9][C:10]1[CH:11]=[CH:12][C:13]([NH2:16])=[CH:14][CH:15]=1)=[O:6], predict the reactants needed to synthesize it. The reactants are: [OH:1][C:2]1[CH:3]=[C:4]([CH:19]=[C:20]([OH:23])[C:21]=1[OH:22])[C:5]([NH:7][CH2:8][CH2:9][C:10]1[CH:15]=[CH:14][C:13]([N+:16]([O-])=O)=[CH:12][CH:11]=1)=[O:6].CC(C1C=C(C=C(C(C)(C)C)C=1O)C(NCC1C=CC([N+]([O-])=O)=CC=1)=O)(C)C. (3) Given the product [F:1][C:2]1[CH:10]=[CH:9][C:8]([N+:11]([O-:13])=[O:12])=[CH:7][C:3]=1[C:4]([NH:17][CH2:16][CH2:14][OH:15])=[O:6], predict the reactants needed to synthesize it. The reactants are: [F:1][C:2]1[CH:10]=[CH:9][C:8]([N+:11]([O-:13])=[O:12])=[CH:7][C:3]=1[C:4]([OH:6])=O.[CH2:14]([CH2:16][NH2:17])[OH:15]. (4) Given the product [Cl:72][C:67]1[CH:68]=[CH:69][CH:70]=[CH:71][C:66]=1[C:65]1[C:59]2[O:58][CH:57]([CH2:56][NH2:53])[CH2:61][C:60]=2[CH:62]=[C:63]([F:73])[CH:64]=1, predict the reactants needed to synthesize it. The reactants are: CC1C=CC(S(OCC2CC3C=C(F)C=C(C4C=CC=CC=4Cl)C=3O2)(=O)=O)=CC=1.[N-]=[N+]=[N-].[Na+].N(CC1CC2C=C(Cl)C=C(C3C=CSC=3)C=2O1)=[N+]=[N-].[N:53]([CH2:56][CH:57]1[CH2:61][C:60]2[CH:62]=[C:63]([F:73])[CH:64]=[C:65]([C:66]3[CH:71]=[CH:70][CH:69]=[CH:68][C:67]=3[Cl:72])[C:59]=2[O:58]1)=[N+]=[N-].[N-]=[N+]=[N-].C1(P(C2C=CC=CC=2)C2C=CC=CC=2)C=CC=CC=1. (5) Given the product [CH3:25][O:24][N:26]=[CH:21][C:9]1[S:10][C:11]([C:14]2[CH:15]=[CH:16][C:17]([OH:20])=[CH:18][CH:19]=2)=[C:12]([CH3:13])[C:8]=1[C:5]1[CH:4]=[CH:3][C:2]([OH:1])=[CH:7][CH:6]=1, predict the reactants needed to synthesize it. The reactants are: [OH:1][C:2]1[CH:7]=[CH:6][C:5]([C:8]2[C:12]([CH3:13])=[C:11]([C:14]3[CH:19]=[CH:18][C:17]([OH:20])=[CH:16][CH:15]=3)[S:10][C:9]=2[CH:21]=O)=[CH:4][CH:3]=1.Cl.[O:24]([NH2:26])[CH3:25]. (6) Given the product [NH:15]1[C:16]2[C:12](=[CH:11][C:10]([NH:9][C@@H:5]3[CH2:6][CH2:7][CH2:8][N:3]([CH2:19][C:21]4[CH:22]=[C:23]([CH:31]=[CH:32][CH:33]=4)[O:24][CH2:25][CH2:26][NH:27][C:28](=[O:30])[CH3:29])[CH2:4]3)=[CH:18][CH:17]=2)[CH:13]=[N:14]1, predict the reactants needed to synthesize it. The reactants are: Cl.Cl.[NH:3]1[CH2:8][CH2:7][CH2:6][C@@H:5]([NH:9][C:10]2[CH:11]=[C:12]3[C:16](=[CH:17][CH:18]=2)[NH:15][N:14]=[CH:13]3)[CH2:4]1.[CH:19]([C:21]1[CH:22]=[C:23]([CH:31]=[CH:32][CH:33]=1)[O:24][CH2:25][CH2:26][NH:27][C:28](=[O:30])[CH3:29])=O.C([O-])(=O)C.[Na+].C([BH3-])#N.[Na+]. (7) The reactants are: [F:1][C:2]1[CH:7]=[CH:6][C:5]([CH:8]2[C:17]([CH3:24])([C:18]3[N:22]([CH3:23])[N:21]=[CH:20][N:19]=3)[C:16](=O)[C:15]3[C:14]([C:26]([O:28]CC)=O)=[CH:13][CH:12]=[CH:11][C:10]=3[NH:9]2)=[CH:4][CH:3]=1.O.[NH2:32][NH2:33]. Given the product [F:1][C:2]1[CH:7]=[CH:6][C:5]([CH:8]2[NH:9][C:10]3[C:15]4[C:16](=[N:32][NH:33][C:26](=[O:28])[C:14]=4[CH:13]=[CH:12][CH:11]=3)[C:17]2([CH3:24])[C:18]2[N:22]([CH3:23])[N:21]=[CH:20][N:19]=2)=[CH:4][CH:3]=1, predict the reactants needed to synthesize it.